Dataset: Reaction yield outcomes from USPTO patents with 853,638 reactions. Task: Predict the reaction yield, written as a fraction of the theoretical maximum amount of product (1.0 means a 100% yield; for example, 0.34 means a 34% yield). (1) The reactants are [Cl:1][C:2]1[N:7]=[C:6]([NH:8][C:9]2[CH:14]=[CH:13][C:12]([O:15][C:16]([F:19])([F:18])[F:17])=[CH:11][CH:10]=2)[C:5]([N+:20]([O-])=O)=[CH:4][N:3]=1.[NH4+].[Cl-].CO.O. The catalyst is C1COCC1.[Fe].CCOC(C)=O. The product is [Cl:1][C:2]1[N:7]=[C:6]([NH:8][C:9]2[CH:14]=[CH:13][C:12]([O:15][C:16]([F:17])([F:18])[F:19])=[CH:11][CH:10]=2)[C:5]([NH2:20])=[CH:4][N:3]=1. The yield is 0.702. (2) The reactants are [CH2:1]([O:8][C:9]([NH:11][CH:12]([CH3:23])[C:13](=[O:22])[C:14]([CH3:21])([CH3:20])[C:15]([O:17][CH2:18][CH3:19])=[O:16])=[O:10])[C:2]1[CH:7]=[CH:6][CH:5]=[CH:4][CH:3]=1.[BH4-].[Na+].[Cl-].[NH4+]. The catalyst is CO. The product is [CH2:1]([O:8][C:9]([NH:11][CH:12]([CH3:23])[CH:13]([OH:22])[C:14]([CH3:21])([CH3:20])[C:15]([O:17][CH2:18][CH3:19])=[O:16])=[O:10])[C:2]1[CH:3]=[CH:4][CH:5]=[CH:6][CH:7]=1. The yield is 0.740. (3) The reactants are [F:1][C:2]1[CH:7]=[CH:6][C:5]([C:8]2[CH:12]=[C:11]([CH:13]([OH:15])[CH3:14])[O:10][N:9]=2)=[CH:4][CH:3]=1.CC(OI1(OC(C)=O)(OC(C)=O)OC(=O)C2C=CC=CC1=2)=O. The catalyst is C(Cl)Cl. The product is [F:1][C:2]1[CH:3]=[CH:4][C:5]([C:8]2[CH:12]=[C:11]([C:13](=[O:15])[CH3:14])[O:10][N:9]=2)=[CH:6][CH:7]=1. The yield is 0.680. (4) The reactants are Br[CH2:2][C:3]([C:5]12[CH2:14][CH:9]3[CH2:10][CH:11]([CH2:13][CH:7]([CH2:8]3)[CH2:6]1)[CH2:12]2)=[O:4].[CH3:15][C:16]1[S:17][C:18]2[CH:24]=[CH:23][C:22]([NH2:25])=[CH:21][C:19]=2[N:20]=1.C(=O)([O-])[O-].[K+].[K+]. The catalyst is C(#N)C. The product is [C:5]12([C:3](=[O:4])[CH2:2][NH:25][C:22]3[CH:23]=[CH:24][C:18]4[S:17][C:16]([CH3:15])=[N:20][C:19]=4[CH:21]=3)[CH2:14][CH:9]3[CH2:10][CH:11]([CH2:13][CH:7]([CH2:8]3)[CH2:6]1)[CH2:12]2. The yield is 0.530. (5) No catalyst specified. The reactants are [CH2:1]([N:5]1[C:14]2[C:9](=[N:10][CH:11]=[C:12]([CH2:15][C:16]3[CH:21]=[CH:20][C:19]([F:22])=[CH:18][CH:17]=3)[CH:13]=2)[C:8]([OH:23])=[C:7]([C:24](OCC)=[O:25])[C:6]1=[O:29])[CH2:2][CH2:3][CH3:4].[NH2:30][CH2:31][CH:32]([OH:34])[CH3:33]. The product is [CH2:1]([N:5]1[C:14]2[C:9](=[N:10][CH:11]=[C:12]([CH2:15][C:16]3[CH:21]=[CH:20][C:19]([F:22])=[CH:18][CH:17]=3)[CH:13]=2)[C:8]([OH:23])=[C:7]([C:24]([NH:30][CH2:31][CH:32]([OH:34])[CH3:33])=[O:25])[C:6]1=[O:29])[CH2:2][CH2:3][CH3:4]. The yield is 0.380. (6) The reactants are [Br:1][C:2]1[C:10]2[C:5](=[N:6][CH:7]=[CH:8][CH:9]=2)[NH:4][CH:3]=1.[Li]CCCC.[S:16](Cl)([C:19]1[CH:25]=[CH:24][C:22]([CH3:23])=[CH:21][CH:20]=1)(=[O:18])=[O:17]. The catalyst is C1COCC1. The product is [Br:1][C:2]1[C:10]2[C:5](=[N:6][CH:7]=[CH:8][CH:9]=2)[N:4]([S:16]([C:19]2[CH:25]=[CH:24][C:22]([CH3:23])=[CH:21][CH:20]=2)(=[O:18])=[O:17])[CH:3]=1. The yield is 0.840.